From a dataset of Reaction yield outcomes from USPTO patents with 853,638 reactions. Predict the reaction yield, written as a fraction of the theoretical maximum amount of product (1.0 means a 100% yield; for example, 0.34 means a 34% yield). (1) The catalyst is C(Cl)Cl. The yield is 0.850. The product is [CH3:20][O:21][C:22]1[CH:23]=[CH:24][C:25]([CH2:26][N:15]2[CH2:19][CH2:18][CH2:17][CH2:16]2)=[CH:28][C:29]=1[OH:30]. The reactants are [BH-](OC(C)=O)(OC(C)=O)OC(C)=O.[Na+].[NH:15]1[CH2:19][CH2:18][CH2:17][CH2:16]1.[CH3:20][O:21][C:22]1[C:29]([OH:30])=[CH:28][C:25]([CH:26]=O)=[CH:24][CH:23]=1.Cl. (2) The reactants are [CH3:1][C:2]1[N:3]=[C:4]([NH2:8])[S:5][C:6]=1[CH3:7].[Br:9][CH2:10][CH2:11][O:12][C:13]1[CH:18]=[CH:17][CH:16]=[CH:15][CH:14]=1. The product is [BrH:9].[CH3:1][C:2]1[N:3]([CH2:10][CH2:11][O:12][C:13]2[CH:18]=[CH:17][CH:16]=[CH:15][CH:14]=2)[C:4](=[NH:8])[S:5][C:6]=1[CH3:7]. No catalyst specified. The yield is 0.500. (3) The reactants are C([Li])CCC.C(NC(C)C)(C)C.[N:13]1[CH:18]=[CH:17][CH:16]=[CH:15][N:14]=1.[CH2:19]([Sn:23](Cl)([CH2:28][CH2:29][CH2:30][CH3:31])[CH2:24][CH2:25][CH2:26][CH3:27])[CH2:20][CH2:21][CH3:22].[NH4+].[Cl-]. The catalyst is O1CCCC1. The product is [CH2:28]([Sn:23]([C:18]1[N:13]=[N:14][CH:15]=[CH:16][CH:17]=1)([CH2:19][CH2:20][CH2:21][CH3:22])[CH2:24][CH2:25][CH2:26][CH3:27])[CH2:29][CH2:30][CH3:31]. The yield is 0.0800. (4) The product is [CH:10]1([O:18][CH2:19][C:20]([OH:22])=[O:21])[CH2:11][CH2:12][CH2:13][CH:14]=[CH:15][CH2:16][CH2:17]1.[CH:23]1([O:31][CH2:32][CH2:33][OH:34])[CH2:24][CH2:25][CH2:26][CH:27]=[CH:28][CH2:29][CH2:30]1. The reactants are C12OC1CCC=CCC2.[CH:10]1([O:18][CH2:19][C:20]([OH:22])=[O:21])[CH2:17][CH2:16][CH2:15][CH:14]=[CH:13][CH2:12][CH2:11]1.[CH:23]1([O:31][CH2:32][CH2:33][OH:34])[CH2:30][CH2:29][CH2:28][CH:27]=[CH:26][CH2:25][CH2:24]1.[H-].[Al+3].[Li+].[H-].[H-].[H-]. The yield is 0.630. No catalyst specified. (5) The reactants are [F:1][C:2]1[CH:3]=[C:4]([CH:9]=[CH:10][C:11]=1[CH3:12])[C:5](=[N:7][OH:8])[NH2:6].[CH:13](OCC)(OCC)OCC.C(#N)C. The catalyst is FC(F)(F)C(O)=O.O. The product is [F:1][C:2]1[CH:3]=[C:4]([C:5]2[N:6]=[CH:13][O:8][N:7]=2)[CH:9]=[CH:10][C:11]=1[CH3:12]. The yield is 0.956. (6) The reactants are Br[C:2]1[CH:7]=[CH:6][C:5]([S:8]([NH:11][C:12]2[S:16][N:15]=[CH:14][N:13]=2)(=[O:10])=[O:9])=[CH:4][CH:3]=1.[CH3:17][C@@H:18]1[CH2:23][NH:22][CH2:21][CH2:20][NH:19]1.C(P(C(C)(C)C)C1C=CC=CC=1C1C=CC=CC=1)(C)(C)C.O(C(C)(C)C)[Na]. The catalyst is C1C=CC(/C=C/C(/C=C/C2C=CC=CC=2)=O)=CC=1.C1C=CC(/C=C/C(/C=C/C2C=CC=CC=2)=O)=CC=1.C1C=CC(/C=C/C(/C=C/C2C=CC=CC=2)=O)=CC=1.[Pd].[Pd].C1(C)C=CC=CC=1. The product is [CH3:17][C@H:18]1[NH:19][CH2:20][CH2:21][N:22]([C:2]2[CH:7]=[CH:6][C:5]([S:8]([NH:11][C:12]3[S:16][N:15]=[CH:14][N:13]=3)(=[O:10])=[O:9])=[CH:4][CH:3]=2)[CH2:23]1. The yield is 0.190.